Dataset: Catalyst prediction with 721,799 reactions and 888 catalyst types from USPTO. Task: Predict which catalyst facilitates the given reaction. (1) The catalyst class is: 256. Reactant: [CH2:1]([O:3][C:4](=[O:38])/[C:5](=[CH:9]/[C:10]1[C:18]2[C:13](=[CH:14][N:15]=[C:16]([C:19]3[C:24]([CH2:25][CH3:26])=[CH:23][CH:22]=[CH:21][C:20]=3[CH2:27][CH3:28])[CH:17]=2)[N:12]([C:29]2[CH:34]=[CH:33][C:32]([CH:35]([CH3:37])[CH3:36])=[CH:31][CH:30]=2)[CH:11]=1)/[CH2:6][CH2:7][CH3:8])[CH3:2]. Product: [CH2:1]([O:3][C:4](=[O:38])[CH:5]([CH2:9][C:10]1[C:18]2[C:13](=[CH:14][N:15]=[C:16]([C:19]3[C:24]([CH2:25][CH3:26])=[CH:23][CH:22]=[CH:21][C:20]=3[CH2:27][CH3:28])[CH:17]=2)[N:12]([C:29]2[CH:34]=[CH:33][C:32]([CH:35]([CH3:36])[CH3:37])=[CH:31][CH:30]=2)[CH:11]=1)[CH2:6][CH2:7][CH3:8])[CH3:2]. (2) Reactant: C(OC([NH:8][CH2:9][CH2:10][CH2:11][C@@H:12]([CH2:18][C:19]1[N:20]=[CH:21][N:22]2[C:31]3[C:26](=[CH:27][CH:28]=[CH:29][CH:30]=3)[CH2:25][CH2:24][C:23]=12)[C:13]([O:15][CH2:16][CH3:17])=[O:14])=O)(C)(C)C.[ClH:32]. Product: [ClH:32].[ClH:32].[NH2:8][CH2:9][CH2:10][CH2:11][C@@H:12]([CH2:18][C:19]1[N:20]=[CH:21][N:22]2[C:31]3[C:26](=[CH:27][CH:28]=[CH:29][CH:30]=3)[CH2:25][CH2:24][C:23]=12)[C:13]([O:15][CH2:16][CH3:17])=[O:14]. The catalyst class is: 13. (3) Reactant: [CH:1]1([C:4]2[N:9]=[C:8]([C:10]3[C:18]4[C:13](=[CH:14][CH:15]=[C:16]([C:19]5[O:23][C:22]([NH:24]CC6C=CC(OC)=CC=6)=[N:21][N:20]=5)[CH:17]=4)[N:12]([S:34]([C:37]4[CH:43]=[CH:42][C:40]([CH3:41])=[CH:39][CH:38]=4)(=[O:36])=[O:35])[CH:11]=3)[CH:7]=[N:6][CH:5]=2)[CH2:3][CH2:2]1. Product: [CH:1]1([C:4]2[N:9]=[C:8]([C:10]3[C:18]4[C:13](=[CH:14][CH:15]=[C:16]([C:19]5[O:23][C:22]([NH2:24])=[N:21][N:20]=5)[CH:17]=4)[N:12]([S:34]([C:37]4[CH:38]=[CH:39][C:40]([CH3:41])=[CH:42][CH:43]=4)(=[O:36])=[O:35])[CH:11]=3)[CH:7]=[N:6][CH:5]=2)[CH2:2][CH2:3]1. The catalyst class is: 67. (4) Reactant: [NH:1]1[C:5]2=[N:6][CH:7]=[N:8][C:9]([NH2:10])=[C:4]2[CH:3]=[N:2]1.[I:11]N1C(=O)CCC1=O.S([O-])([O-])(=O)=S.[Na+].[Na+]. Product: [I:11][C:3]1[C:4]2[C:5](=[N:6][CH:7]=[N:8][C:9]=2[NH2:10])[NH:1][N:2]=1. The catalyst class is: 31. (5) The catalyst class is: 19. Product: [CH3:18][S:15]([C:12]1[CH:13]=[CH:14][C:9]([OH:8])=[CH:10][C:11]=1[O:19][CH3:20])(=[O:16])=[O:17]. Reactant: C([O:8][C:9]1[CH:14]=[CH:13][C:12]([S:15]([CH3:18])(=[O:17])=[O:16])=[C:11]([O:19][CH3:20])[CH:10]=1)C1C=CC=CC=1. (6) Reactant: [F:1][C:2]1[CH:21]=[C:20]([F:22])[CH:19]=[CH:18][C:3]=1[O:4][C:5]1[CH:10]=[CH:9][C:8]([S:11]([CH3:14])(=[O:13])=[O:12])=[CH:7][C:6]=1[N+:15]([O-])=O.[H][H]. Product: [F:1][C:2]1[CH:21]=[C:20]([F:22])[CH:19]=[CH:18][C:3]=1[O:4][C:5]1[CH:10]=[CH:9][C:8]([S:11]([CH3:14])(=[O:13])=[O:12])=[CH:7][C:6]=1[NH2:15]. The catalyst class is: 312.